From a dataset of Reaction yield outcomes from USPTO patents with 853,638 reactions. Predict the reaction yield, written as a fraction of the theoretical maximum amount of product (1.0 means a 100% yield; for example, 0.34 means a 34% yield). (1) The reactants are [Cl:1][C:2]1[CH:7]=[CH:6][CH:5]=[CH:4][C:3]=1[OH:8].CC1C=CC(S(O[CH2:20][CH2:21][CH2:22][NH:23][C:24]2[C:25](=[O:41])[N:26]([C:37]([CH3:40])([CH3:39])[CH3:38])[S:27](=[O:36])(=[O:35])[C:28]=2[C:29]2[CH:34]=[CH:33][CH:32]=[CH:31][CH:30]=2)(=O)=O)=CC=1. No catalyst specified. The product is [C:37]([N:26]1[C:25](=[O:41])[C:24]([NH:23][CH2:22][CH2:21][CH2:20][O:8][C:3]2[CH:4]=[CH:5][CH:6]=[CH:7][C:2]=2[Cl:1])=[C:28]([C:29]2[CH:30]=[CH:31][CH:32]=[CH:33][CH:34]=2)[S:27]1(=[O:35])=[O:36])([CH3:38])([CH3:39])[CH3:40]. The yield is 0.770. (2) The reactants are [OH:1][C:2]([CH3:24])([CH3:23])[C:3]#[C:4][C:5]1[CH:6]=[CH:7][C:8]2[O:17][CH2:16][C:15](=[O:18])[C:14]3[S:13][C:12]([C:19]([NH2:21])=[O:20])=[N:11][C:10]=3[C:9]=2[CH:22]=1.[BH4-].[Na+].O. The catalyst is CO. The product is [OH:18][CH:15]1[C:14]2[S:13][C:12]([C:19]([NH2:21])=[O:20])=[N:11][C:10]=2[C:9]2[CH:22]=[C:5]([C:4]#[C:3][C:2]([OH:1])([CH3:23])[CH3:24])[CH:6]=[CH:7][C:8]=2[O:17][CH2:16]1. The yield is 0.360. (3) The reactants are [OH-:1].[Na+].[OH-].[NH4+].[Cl:5][C:6]1[O:10][C:9]([CH:11]=[O:12])=[CH:8][CH:7]=1. The catalyst is O.CO.[N+]([O-])([O-])=O.[Ag+]. The product is [Cl:5][C:6]1[O:10][C:9]([C:11]([OH:1])=[O:12])=[CH:8][CH:7]=1. The yield is 0.950.